This data is from HIV replication inhibition screening data with 41,000+ compounds from the AIDS Antiviral Screen. The task is: Binary Classification. Given a drug SMILES string, predict its activity (active/inactive) in a high-throughput screening assay against a specified biological target. The result is 0 (inactive). The drug is Cc1cc(O)c(C(C)C)cc1C1(c2cc(C(C)C)c(O)cc2C)OS(=O)(=O)c2ccccc21.